From a dataset of Catalyst prediction with 721,799 reactions and 888 catalyst types from USPTO. Predict which catalyst facilitates the given reaction. (1) Product: [CH3:5][CH:6]1[CH2:7][CH2:8][CH2:9][CH2:10][O:1][C:2]1=[O:11]. Reactant: [O:1]1[CH2:10][CH2:9][CH2:8][CH2:7][CH2:6][CH2:5]CC[C:2]1=[O:11].[Li+].C[Si]([N-][Si](C)(C)C)(C)C.CI.[NH4+].[Cl-]. The catalyst class is: 1. (2) Reactant: C[O:2][C:3]1[CH:22]=[CH:21][C:6]([CH:7]=[C:8]2[CH2:13][CH2:12][CH2:11][N:10]([C:14]([O:16][C:17]([CH3:20])([CH3:19])[CH3:18])=[O:15])[CH2:9]2)=[CH:5][C:4]=1[N+:23]([O-:25])=[O:24].B(Br)(Br)Br.O(C(OC(C)(C)C)=O)C(OC(C)(C)C)=O.C(N(CC)CC)C. Product: [OH:2][C:3]1[CH:22]=[CH:21][C:6]([CH:7]=[C:8]2[CH2:13][CH2:12][CH2:11][N:10]([C:14]([O:16][C:17]([CH3:20])([CH3:18])[CH3:19])=[O:15])[CH2:9]2)=[CH:5][C:4]=1[N+:23]([O-:25])=[O:24]. The catalyst class is: 98. (3) Reactant: [Cl:1][C:2]1[CH:10]=[C:9]2[C:5]([CH2:6][C:7](=[O:11])[NH:8]2)=[CH:4][CH:3]=1.[CH2:12]([O:14][C:15](=[O:29])[C:16]([O:19][C:20]1[CH:25]=[CH:24][C:23]([F:26])=[CH:22][C:21]=1[CH:27]=O)([CH3:18])[CH3:17])[CH3:13].N1CCCC1. Product: [CH2:12]([O:14][C:15](=[O:29])[C:16]([O:19][C:20]1[CH:25]=[CH:24][C:23]([F:26])=[CH:22][C:21]=1/[CH:27]=[C:6]1\[C:7](=[O:11])[NH:8][C:9]2[C:5]\1=[CH:4][CH:3]=[C:2]([Cl:1])[CH:10]=2)([CH3:17])[CH3:18])[CH3:13]. The catalyst class is: 5.